Dataset: Drug-target binding data from BindingDB using IC50 measurements. Task: Regression. Given a target protein amino acid sequence and a drug SMILES string, predict the binding affinity score between them. We predict pIC50 (pIC50 = -log10(IC50 in M); higher means more potent). Dataset: bindingdb_ic50. (1) The small molecule is CN[C@@H]1C[C@H]2O[C@@](C)([C@@H]1OC)n1c3ccccc3c3c4c(c5c6ccccc6n2c5c31)C(=O)NC4. The pIC50 is 7.3. The target protein sequence is MGNAAAAKKGSEQESVKEFLAKAKEDFLKKWENPAQNTAHLDQFERIKTLGTGSFGRVMLVKHMETGNHYAMKILDKQKVVKLKQIEHTLNEKRILQAVNFPFLVKLEFSFKDNSNLYMVMEYVPGGEMFSHLRRIGRFSEPHARFYAAQIVLTFEYLHSLDLIYRDLKPENLLIDQQGYIKVADFGFAKRVKGRTWTLCGTPEYLAPEIILSKGYNKAVDWWALGVLIYEMAAGYPPFFADQPIQIYEKIVSGKVRFPSHFSSDLKDLLRNLLQVDLTKRFGNLKNGVNDIKNHKWFATTDWIAIYQRKVEAPFIPKFKGPGDTSNFDDYEEEEIRVSINEKCGKEFSEF. (2) The small molecule is CCC(=O)Nc1n[nH]c2c1CN([C@H]1CO[C@H](c3cc(F)ccc3F)[C@@H](N)C1)C2. The target protein (A5D7B7) has sequence MKTWLKIVFGVATSAVLALLVMCIVLRPSRVHNSEESTTRALTLKDILNGTFSYKTFFPNWISGQEYLHQSTDNNVVFYNIETGESYTILSNTTMKSVNASNYGLSPDRQFAYLESDYSKLWRYSYTATYHIYDLTNGEFIRRNELPRPIQYLCWSPVGSKLAYVYQNNIYLKQRPEDPPFQITYNGKENKIFNGIPDWVYEEEMLATKYALWWSPNGKFLAYAEFNDTEIPVIAYSYYGDEQYPRTINIPYPKAGAKNPVVRIFIIDATYPEHIGPREVPVPAMIASSDYYFSWLTWVTDDRICLQWLKRIQNVSVLSTCDFREDWQTWNCPKTQEHIEESRTGWAGGFFVSTPVFSHDTISYYKIFSDKDGYKHIHYIRDTVENAIQITSGKWEAINIFRVTQDSLFYSSNEFEGYPGRRNIYRISIGSHSPSKKCITCHLRKKRCQYYTASFSDYAKYYALVCYGPGLPISTLHDGRTDQEIKILEDNKELENALKN.... The pIC50 is 4.3. (3) The target protein (Q04609) has sequence MWNLLHETDSAVATARRPRWLCAGALVLAGGFFLLGFLFGWFIKSSNEATNITPKHNMKAFLDELKAENIKKFLYNFTQIPHLAGTEQNFQLAKQIQSQWKEFGLDSVELAHYDVLLSYPNKTHPNYISIINEDGNEIFNTSLFEPPPPGYENVSDIVPPFSAFSPQGMPEGDLVYVNYARTEDFFKLERDMKINCSGKIVIARYGKVFRGNKVKNAQLAGAKGVILYSDPADYFAPGVKSYPDGWNLPGGGVQRGNILNLNGAGDPLTPGYPANEYAYRRGIAEAVGLPSIPVHPIGYYDAQKLLEKMGGSAPPDSSWRGSLKVPYNVGPGFTGNFSTQKVKMHIHSTNEVTRIYNVIGTLRGAVEPDRYVILGGHRDSWVFGGIDPQSGAAVVHEIVRSFGTLKKEGWRPRRTILFASWDAEEFGLLGSTEWAEENSRLLQERGVAYINADSSIEGNYTLRVDCTPLMYSLVHNLTKELKSPDEGFEGKSLYESWTKK.... The pIC50 is 4.0. The drug is CC(=O)N[C@H](CC(=O)O)C(=O)NO. (4) The small molecule is O=C(CBr)c1ccc(Cl)cc1. The target is XTSFAESXKPVQQPSAFGS. The pIC50 is 6.0. (5) The compound is COc1cc(CNC(=O)C2CCN([C@H](C)c3cccc4ccccc34)CC2)ccn1. The target protein (P0C6U6) has sequence MFYNQVTLAVASDSEISGFGFAIPSVAVRTYSEAAAQGFQACRFVAFGLQDCVTGINDDDYVIALTGTNQLCAKILPFSDRPLNLRGWLIFSNSNYVLQDFDVVFGHGAGSVVFVDKYMCGFDGKPVLPKNMWEFRDYFNNNTDSIVIGGVTYQLAWDVIRKDLSYEQQNVLAIESIHYLGTTGHTLKSGCKLTNAKPPKYSSKVVLSGEWNAVYRAFGSPFITNGMSLLDIIVKPVFFNAFVKCNCGSESWSVGAWDGYLSSCCGTPAKKLCVVPGNVVPGDVIITSTSAGCGVKYYAGLVVKHITNITGVSLWRVTAVHSDGMFVASSSYDALLHRNSLDPFCFDVNTLLSNQLRLAFLGASVTEDVKFAASTGVIDISAGMFGLYDDILTNNKPWFVRKASGLFDAIWDAFVAAIKLVPTTTGVLVRFVKSIASTVLTVSNGVIIMCADVPDAFQSVYRTFTQAICAAFDFSLDVFKIGDVKFKRLGDYVLTENALV.... The pIC50 is 4.2.